This data is from Reaction yield outcomes from USPTO patents with 853,638 reactions. The task is: Predict the reaction yield, written as a fraction of the theoretical maximum amount of product (1.0 means a 100% yield; for example, 0.34 means a 34% yield). The reactants are [Br:1][C:2]1[CH:3]=[C:4]([C:8]([NH:12][C:13](=[O:16])[CH2:14]Cl)([CH3:11])[CH2:9][OH:10])[CH:5]=[CH:6][CH:7]=1.CC([O-])(C)C.[K+].CO. The catalyst is CC(O)(CC)C. The product is [Br:1][C:2]1[CH:3]=[C:4]([C:8]2([CH3:11])[NH:12][C:13](=[O:16])[CH2:14][O:10][CH2:9]2)[CH:5]=[CH:6][CH:7]=1. The yield is 0.880.